Predict the reactants needed to synthesize the given product. From a dataset of Full USPTO retrosynthesis dataset with 1.9M reactions from patents (1976-2016). (1) Given the product [Cl:1][C:2]1[CH:7]=[CH:6][CH:5]=[CH:4][C:3]=1[S:8]([NH:11][C:12]1[C:17]([C:18]2[CH:19]=[CH:20][C:21]([CH2:24][N:26]3[C:34]4[C:29](=[CH:30][CH:31]=[CH:32][CH:33]=4)[CH:28]=[CH:27]3)=[CH:22][CH:23]=2)=[N:16][CH:15]=[CH:14][N:13]=1)(=[O:10])=[O:9], predict the reactants needed to synthesize it. The reactants are: [Cl:1][C:2]1[CH:7]=[CH:6][CH:5]=[CH:4][C:3]=1[S:8]([NH:11][C:12]1[C:17]([C:18]2[CH:23]=[CH:22][C:21]([CH2:24]Cl)=[CH:20][CH:19]=2)=[N:16][CH:15]=[CH:14][N:13]=1)(=[O:10])=[O:9].[NH:26]1[C:34]2[C:29](=[CH:30][CH:31]=[CH:32][CH:33]=2)[CH:28]=[CH:27]1. (2) Given the product [Cl:1][C:2]1[C:7]([O:8][CH3:9])=[CH:6][C:5]([O:10][CH3:11])=[C:4]([Cl:12])[C:3]=1[NH:13][C:14](=[O:15])[N:37]([C:35]1[CH:36]=[C:31]([NH:30][C:27]2[CH:26]=[CH:25][C:24]([N:21]3[CH2:20][CH2:19][N:18]([CH2:16][CH3:17])[CH2:23][CH2:22]3)=[CH:29][CH:28]=2)[N:32]=[CH:33][N:34]=1)[CH3:38], predict the reactants needed to synthesize it. The reactants are: [Cl:1][C:2]1[C:7]([O:8][CH3:9])=[CH:6][C:5]([O:10][CH3:11])=[C:4]([Cl:12])[C:3]=1[N:13]=[C:14]=[O:15].[CH2:16]([N:18]1[CH2:23][CH2:22][N:21]([C:24]2[CH:29]=[CH:28][C:27]([NH:30][C:31]3[CH:36]=[C:35]([NH:37][CH3:38])[N:34]=[CH:33][N:32]=3)=[CH:26][CH:25]=2)[CH2:20][CH2:19]1)[CH3:17]. (3) Given the product [CH3:14][C:13]1[N:27]([O:26][CH2:25][CH2:24][O:17][C:18]2[CH:23]=[CH:22][CH:21]=[CH:20][CH:19]=2)[C:2]2[C:11]3[CH:10]=[CH:9][CH:8]=[CH:7][C:6]=3[N:5]=[CH:4][C:3]=2[N:12]=1, predict the reactants needed to synthesize it. The reactants are: Cl[C:2]1[C:11]2[C:6](=[CH:7][CH:8]=[CH:9][CH:10]=2)[N:5]=[CH:4][C:3]=1[NH:12][C:13](=O)[CH3:14].Cl.[O:17]([CH2:24][CH2:25][O:26][NH2:27])[C:18]1[CH:23]=[CH:22][CH:21]=[CH:20][CH:19]=1.Cl.CON. (4) The reactants are: [CH2:1]([C:3]1[CH:4]=[C:5]([CH2:11][C@@H:12]([NH:16][C:17]([N:19]2[CH2:24][CH2:23][CH:22]([N:25]3[CH2:31][CH2:30][C:29]4[CH:32]=[CH:33][CH:34]=[CH:35][C:28]=4[NH:27][C:26]3=[O:36])[CH2:21][CH2:20]2)=[O:18])[C:13](O)=[O:14])[CH:6]=[CH:7][C:8]=1[CH2:9][CH3:10])[CH3:2].[N:37]1([CH2:49][C:50]([O:52][CH2:53][CH3:54])=[O:51])[CH2:42][CH2:41][CH:40]([CH:43]2[CH2:48][CH2:47][NH:46][CH2:45][CH2:44]2)[CH2:39][CH2:38]1. Given the product [CH2:1]([C:3]1[CH:4]=[C:5]([CH2:11][C@@H:12]([NH:16][C:17]([N:19]2[CH2:20][CH2:21][CH:22]([N:25]3[CH2:31][CH2:30][C:29]4[CH:32]=[CH:33][CH:34]=[CH:35][C:28]=4[NH:27][C:26]3=[O:36])[CH2:23][CH2:24]2)=[O:18])[C:13]([N:46]2[CH2:47][CH2:48][CH:43]([CH:40]3[CH2:41][CH2:42][N:37]([CH2:49][C:50]([O:52][CH2:53][CH3:54])=[O:51])[CH2:38][CH2:39]3)[CH2:44][CH2:45]2)=[O:14])[CH:6]=[CH:7][C:8]=1[CH2:9][CH3:10])[CH3:2], predict the reactants needed to synthesize it. (5) Given the product [CH3:25][O:24][C:21]1[CH:22]=[CH:23][C:18]([O:17][C:14]2[N:13]=[C:12]([O:26][C:27]3[CH:32]=[CH:31][C:30]([O:33][CH3:34])=[CH:29][CH:28]=3)[C:11]([NH:10][CH2:9][CH2:8][NH2:7])=[CH:16][N:15]=2)=[CH:19][CH:20]=1, predict the reactants needed to synthesize it. The reactants are: C(OC(=O)[NH:7][CH2:8][CH2:9][NH:10][C:11]1[C:12]([O:26][C:27]2[CH:32]=[CH:31][C:30]([O:33][CH3:34])=[CH:29][CH:28]=2)=[N:13][C:14]([O:17][C:18]2[CH:23]=[CH:22][C:21]([O:24][CH3:25])=[CH:20][CH:19]=2)=[N:15][CH:16]=1)(C)(C)C.C(O)(C(F)(F)F)=O. (6) Given the product [CH3:1][N:2]([CH3:16])[C:3]1[CH:4]=[C:24]([CH:11]=[C:12]([CH2:14][OH:15])[N:13]=1)[C:22]([O:21][CH3:20])=[O:23], predict the reactants needed to synthesize it. The reactants are: [CH3:1][N:2]([CH3:16])[C:3]1[CH:4]=C([CH:11]=[C:12]([CH2:14][OH:15])[N:13]=1)C(N(C)C)=O.CO.C[CH2:20][O:21][C:22]([CH3:24])=[O:23].C([O-])(O)=O.[Na+]. (7) Given the product [O:12]([CH2:19][C:20]1[CH:21]=[CH:22][C:23]([CH2:26][CH2:27][C:28]([C:10]2[O:11][C:7]([C:2]3[CH:3]=[CH:4][CH:5]=[CH:6][N:1]=3)=[CH:8][N:9]=2)=[O:29])=[CH:24][CH:25]=1)[C:13]1[CH:18]=[CH:17][CH:16]=[CH:15][CH:14]=1, predict the reactants needed to synthesize it. The reactants are: [N:1]1[CH:6]=[CH:5][CH:4]=[CH:3][C:2]=1[C:7]1[O:11][CH:10]=[N:9][CH:8]=1.[O:12]([CH2:19][C:20]1[CH:25]=[CH:24][C:23]([CH2:26][CH2:27][C:28](O)=[O:29])=[CH:22][CH:21]=1)[C:13]1[CH:18]=[CH:17][CH:16]=[CH:15][CH:14]=1.